From a dataset of Cav3 T-type calcium channel HTS with 100,875 compounds. Binary Classification. Given a drug SMILES string, predict its activity (active/inactive) in a high-throughput screening assay against a specified biological target. (1) The drug is Brc1c(OCC(=O)NC(C)(C)C)c(OC)cc(CNn2nnnc2N)c1. The result is 0 (inactive). (2) The result is 1 (active). The molecule is S(CC(=O)Nc1cc(NC(=O)c2occc2)ccc1)c1ccc(cc1)C. (3) The drug is s1c2c(n(CCC(=O)Nc3sc4c(n3)cccc4)c1=O)cccc2. The result is 1 (active). (4) The compound is s1c2c(CCCC2)c2c1ncnc2SCc1ccc(F)cc1. The result is 0 (inactive). (5) The drug is Brc1ccc(/C(=C2/SC(N3CCCC3)=NC2=O)C)cc1. The result is 0 (inactive). (6) The molecule is S(c1n(CC)c(nn1)c1sccc1)CC(=O)Nc1noc(c1)C. The result is 0 (inactive). (7) The drug is O1C(CCC1)CNC(=O)c1oc(cc1)C. The result is 0 (inactive). (8) The drug is Brc1oc(C(=O)N2CCC(CC2)C(OCC)=O)cc1. The result is 0 (inactive). (9) The compound is s1c(C(=O)N\C(C(=O)Nc2cc(F)ccc2)=C\c2cccnc2)ccc1. The result is 0 (inactive).